From a dataset of NCI-60 drug combinations with 297,098 pairs across 59 cell lines. Regression. Given two drug SMILES strings and cell line genomic features, predict the synergy score measuring deviation from expected non-interaction effect. (1) Drug 1: C1=NC2=C(N1)C(=S)N=CN2. Synergy scores: CSS=39.6, Synergy_ZIP=6.40, Synergy_Bliss=6.81, Synergy_Loewe=-42.8, Synergy_HSA=3.44. Cell line: HCT116. Drug 2: C(CC(=O)O)C(=O)CN.Cl. (2) Drug 1: CCC(=C(C1=CC=CC=C1)C2=CC=C(C=C2)OCCN(C)C)C3=CC=CC=C3.C(C(=O)O)C(CC(=O)O)(C(=O)O)O. Drug 2: CC1=C(C(=O)C2=C(C1=O)N3CC4C(C3(C2COC(=O)N)OC)N4)N. Cell line: BT-549. Synergy scores: CSS=14.5, Synergy_ZIP=-2.85, Synergy_Bliss=-5.30, Synergy_Loewe=-7.47, Synergy_HSA=-3.06. (3) Drug 1: C#CCC(CC1=CN=C2C(=N1)C(=NC(=N2)N)N)C3=CC=C(C=C3)C(=O)NC(CCC(=O)O)C(=O)O. Drug 2: C1CCC(C(C1)N)N.C(=O)(C(=O)[O-])[O-].[Pt+4]. Cell line: SK-MEL-5. Synergy scores: CSS=32.9, Synergy_ZIP=-3.75, Synergy_Bliss=2.19, Synergy_Loewe=-2.07, Synergy_HSA=-2.25. (4) Drug 1: C1=C(C(=O)NC(=O)N1)N(CCCl)CCCl. Drug 2: CC1=C2C(C(=O)C3(C(CC4C(C3C(C(C2(C)C)(CC1OC(=O)C(C(C5=CC=CC=C5)NC(=O)OC(C)(C)C)O)O)OC(=O)C6=CC=CC=C6)(CO4)OC(=O)C)O)C)O. Cell line: MDA-MB-435. Synergy scores: CSS=54.5, Synergy_ZIP=3.17, Synergy_Bliss=1.18, Synergy_Loewe=-11.5, Synergy_HSA=0.378.